This data is from Reaction yield outcomes from USPTO patents with 853,638 reactions. The task is: Predict the reaction yield, written as a fraction of the theoretical maximum amount of product (1.0 means a 100% yield; for example, 0.34 means a 34% yield). (1) The yield is 0.960. The reactants are [CH3:1][O:2][C:3]1[CH:22]=[CH:21][C:6]([CH2:7][N:8]2[CH:12]=[C:11]([C:13]3[CH:18]=[CH:17][CH:16]=[CH:15][CH:14]=3)[N:10]=[C:9]2[CH:19]=[O:20])=[CH:5][CH:4]=1.[BH4-].[Na+]. The catalyst is C(Cl)Cl.CO. The product is [CH3:1][O:2][C:3]1[CH:4]=[CH:5][C:6]([CH2:7][N:8]2[CH:12]=[C:11]([C:13]3[CH:18]=[CH:17][CH:16]=[CH:15][CH:14]=3)[N:10]=[C:9]2[CH2:19][OH:20])=[CH:21][CH:22]=1. (2) The reactants are [C:1]([O:5][C:6]([N:8]1[C:13]2[CH:14]=[C:15]([Cl:21])[C:16]([N:18]=[N+:19]=[N-:20])=[CH:17][C:12]=2[O:11][CH:10]([C:22]([N:24]2[CH2:29][CH2:28][C:27]([C:38]#[N:39])([CH2:30][C:31]3[CH:36]=[CH:35][C:34]([F:37])=[CH:33][CH:32]=3)[CH2:26][CH2:25]2)=[O:23])[CH2:9]1)=[O:7])([CH3:4])([CH3:3])[CH3:2].C(=O)([O-])[O-].[K+].[K+].O=[C:47]1O[C@H]([C@H](CO)O)C([O-])=[C:48]1O.[Na+].C[Si](C#C)(C)C. The catalyst is [O-]S([O-])(=O)=O.[Cu+2]. The product is [C:1]([O:5][C:6]([N:8]1[C:13]2[CH:14]=[C:15]([Cl:21])[C:16]([N:18]3[CH:48]=[CH:47][N:20]=[N:19]3)=[CH:17][C:12]=2[O:11][CH:10]([C:22]([N:24]2[CH2:25][CH2:26][C:27]([C:38]#[N:39])([CH2:30][C:31]3[CH:36]=[CH:35][C:34]([F:37])=[CH:33][CH:32]=3)[CH2:28][CH2:29]2)=[O:23])[CH2:9]1)=[O:7])([CH3:4])([CH3:2])[CH3:3]. The yield is 0.462.